This data is from Full USPTO retrosynthesis dataset with 1.9M reactions from patents (1976-2016). The task is: Predict the reactants needed to synthesize the given product. Given the product [NH2:15][C:4]1[CH:5]=[CH:6][C:7]([S:16]([NH:15][C:4]2[C:3]([O:2][CH3:1])=[CH:14][C:7]3[CH2:8][CH2:9][N:10]([CH3:13])[CH2:11][CH2:12][C:6]=3[CH:5]=2)(=[O:18])=[O:17])=[CH:14][CH:3]=1, predict the reactants needed to synthesize it. The reactants are: [CH3:1][O:2][C:3]1[C:4]([NH:15][S:16](C2C=CC=CC=2[N+]([O-])=O)(=[O:18])=[O:17])=[CH:5][C:6]2[CH2:12][CH2:11][N:10]([CH3:13])[CH2:9][CH2:8][C:7]=2[CH:14]=1.